Dataset: Full USPTO retrosynthesis dataset with 1.9M reactions from patents (1976-2016). Task: Predict the reactants needed to synthesize the given product. (1) Given the product [C:17]([C@H:15]([C@@H:13]([C:12]([OH:21])=[O:20])[OH:14])[OH:16])([OH:19])=[O:18].[NH:1]1[CH2:11][CH2:10][CH2:9][C@H:3]([C:4]([O:6][CH2:7][CH3:8])=[O:5])[CH2:2]1, predict the reactants needed to synthesize it. The reactants are: [NH:1]1[CH2:11][CH2:10][CH2:9][CH:3]([C:4]([O:6][CH2:7][CH3:8])=[O:5])[CH2:2]1.[C:12]([OH:21])(=[O:20])[C@H:13]([C@@H:15]([C:17]([OH:19])=[O:18])[OH:16])[OH:14]. (2) Given the product [CH:1]1[C:6]([Cl:7])=[C:5]([C:8]([OH:10])=[O:9])[N:4]=[C:3]([Cl:11])[CH:2]=1.[OH:13][CH2:12][CH2:14][NH2+:15][CH2:5][CH2:8][OH:9], predict the reactants needed to synthesize it. The reactants are: [CH:1]1[C:6]([Cl:7])=[C:5]([C:8]([OH:10])=[O:9])[N:4]=[C:3]([Cl:11])[CH:2]=1.[CH2:12]([CH2:14][NH2:15])[OH:13].C1(C)C=CC=CC=1.O. (3) Given the product [Cl:11][CH2:10][CH2:9][CH2:8][CH2:7][N:1]1[CH:5]=[CH:4][N:3]=[CH:2]1, predict the reactants needed to synthesize it. The reactants are: [NH:1]1[CH:5]=[CH:4][N:3]=[CH:2]1.Br[CH2:7][CH2:8][CH2:9][CH2:10][Cl:11].[OH-].[Na+].O. (4) Given the product [CH3:1][C:2]1[CH:7]=[CH:6][C:5]([CH3:8])=[CH:4][C:3]=1[O:9][CH2:14][CH2:15][CH2:10][CH2:11][CH2:12][CH3:13], predict the reactants needed to synthesize it. The reactants are: [CH3:1][C:2]1[CH:7]=[CH:6][C:5]([CH3:8])=[CH:4][C:3]=1[OH:9].[C:10]1(O)(C)[CH:15]=[CH:14][C:13](C)=[CH:12][CH2:11]1.[OH-].[Na+].C(Br)CCCCC. (5) Given the product [C:12]([O:11][C:9]([N:19]1[C@@H:20]2[C@@H:25]([C:24]3[C:26]([OH:30])=[CH:27][CH:28]=[CH:29][C:23]=3[CH2:22][CH2:21]2)[CH2:16][CH2:17][CH2:18]1)=[O:10])([CH3:13])([CH3:14])[CH3:15], predict the reactants needed to synthesize it. The reactants are: [C:9](O[C:9]([O:11][C:12]([CH3:15])([CH3:14])[CH3:13])=[O:10])([O:11][C:12]([CH3:15])([CH3:14])[CH3:13])=[O:10].[CH2:16]1[C@H:25]2[C@H:20]([CH2:21][CH2:22][C:23]3[CH:29]=[CH:28][CH:27]=[C:26]([OH:30])[C:24]=32)[NH:19][CH2:18][CH2:17]1.C(N(CC)CC)C.